From a dataset of Full USPTO retrosynthesis dataset with 1.9M reactions from patents (1976-2016). Predict the reactants needed to synthesize the given product. (1) Given the product [NH2:8][C@@:9]1([CH3:16])[C:13]2([CH2:14][CH2:15]2)[CH2:12][N:11]([C:18]2[C:27]([CH3:28])=[C:26]3[C:21]([C:22](=[O:36])[C:23]([C:33]([OH:35])=[O:34])=[CH:24][N:25]3[C@@H:29]3[CH2:31][C@@H:30]3[F:32])=[CH:20][CH:19]=2)[CH2:10]1, predict the reactants needed to synthesize it. The reactants are: C(OC([NH:8][C@@:9]1([CH3:16])[C:13]2([CH2:15][CH2:14]2)[CH2:12][NH:11][CH2:10]1)=O)(C)(C)C.F[C:18]1[C:27]([CH3:28])=[C:26]2[C:21]([C:22](=[O:36])[C:23]([C:33]([OH:35])=[O:34])=[CH:24][N:25]2[C@@H:29]2[CH2:31][C@@H:30]2[F:32])=[CH:20][CH:19]=1.C(N(CC)CC)C.C(O)(=O)CC(CC(O)=O)(C(O)=O)O. (2) Given the product [OH:10][CH:3]([C:4]1[CH:5]=[CH:6][CH:7]=[CH:8][CH:9]=1)[C:11]1[CH:12]=[CH:13][C:14]([NH:17][C:18]([C@H:20]2[O:24][N:23]=[C:22]([C:25]3[CH:26]=[N:27][CH:28]=[CH:29][CH:30]=3)[CH2:21]2)=[O:19])=[CH:15][CH:16]=1, predict the reactants needed to synthesize it. The reactants are: [BH4-].[Na+].[C:3]([C:11]1[CH:16]=[CH:15][C:14]([NH:17][C:18]([C@H:20]2[O:24][N:23]=[C:22]([C:25]3[CH:26]=[N:27][CH:28]=[CH:29][CH:30]=3)[CH2:21]2)=[O:19])=[CH:13][CH:12]=1)(=[O:10])[C:4]1[CH:9]=[CH:8][CH:7]=[CH:6][CH:5]=1. (3) The reactants are: [CH2:1]1COC[CH2:2]1.[Cl:6][C:7]1[N:8]=[N:9][C:10]([Cl:16])=[CH:11][C:12]=1[C:13]([OH:15])=[O:14].C(Cl)CCl.C(O)C. Given the product [Cl:6][C:7]1[N:8]=[N:9][C:10]([Cl:16])=[CH:11][C:12]=1[C:13]([O:15][CH2:1][CH3:2])=[O:14], predict the reactants needed to synthesize it. (4) Given the product [CH2:1]([C@H:3]1[C@@H:7]([C:8]2[N:12]3[C:13]4[CH:19]=[CH:18][N:17]([S:20]([C:23]5[CH:24]=[CH:25][C:26]([CH3:27])=[CH:28][CH:29]=5)(=[O:22])=[O:21])[C:14]=4[N:15]=[CH:16][C:11]3=[N:10][N:9]=2)[CH2:6][C@@H:5]([NH:30][S:35]([N:31]2[CH2:34][CH2:33][CH2:32]2)(=[O:37])=[O:36])[CH2:4]1)[CH3:2], predict the reactants needed to synthesize it. The reactants are: [CH2:1]([C@H:3]1[C@@H:7]([C:8]2[N:12]3[C:13]4[CH:19]=[CH:18][N:17]([S:20]([C:23]5[CH:29]=[CH:28][C:26]([CH3:27])=[CH:25][CH:24]=5)(=[O:22])=[O:21])[C:14]=4[N:15]=[CH:16][C:11]3=[N:10][N:9]=2)[CH2:6][C@@H:5]([NH2:30])[CH2:4]1)[CH3:2].[N:31]1([S:35](Cl)(=[O:37])=[O:36])[CH2:34][CH2:33][CH2:32]1.